Task: Binary Classification. Given a T-cell receptor sequence (or CDR3 region) and an epitope sequence, predict whether binding occurs between them.. Dataset: TCR-epitope binding with 47,182 pairs between 192 epitopes and 23,139 TCRs (1) The epitope is FLNGSCGSV. The TCR CDR3 sequence is CASSLWTSLNEQFF. Result: 0 (the TCR does not bind to the epitope). (2) The epitope is LPRRSGAAGA. The TCR CDR3 sequence is CASSEARQGDQPQHF. Result: 1 (the TCR binds to the epitope). (3) The epitope is RAKFKQLL. The TCR CDR3 sequence is CASSQVGPIQETQYF. Result: 0 (the TCR does not bind to the epitope). (4) The epitope is ELAGIGILTV. The TCR CDR3 sequence is CASSARGDEQYF. Result: 1 (the TCR binds to the epitope).